Dataset: Full USPTO retrosynthesis dataset with 1.9M reactions from patents (1976-2016). Task: Predict the reactants needed to synthesize the given product. (1) Given the product [C:2]([C:3]1[S:4][C:5]([C:6]([O:8][CH3:9])=[O:7])=[C:13]2[CH2:14][CH2:15][CH2:16][CH2:17][C:12]=12)(=[O:1])[CH3:10], predict the reactants needed to synthesize it. The reactants are: [O:1]=[C:2]([CH3:10])[CH2:3][S:4][CH2:5][C:6]([O:8][CH3:9])=[O:7].[Na].[C:12]1(=O)[CH2:17][CH2:16][CH2:15][CH2:14][C:13]1=O. (2) Given the product [C:18]([C:22]1[CH:27]=[CH:26][C:25]([S:28]([NH:1][C:2]2[CH:7]=[CH:6][C:5]([Cl:8])=[CH:4][C:3]=2[C:9]([C:11]2[CH:16]=[CH:15][CH:14]=[C:13]([CH3:17])[N:12]=2)=[O:10])(=[O:30])=[O:29])=[CH:24][CH:23]=1)([CH3:21])([CH3:19])[CH3:20], predict the reactants needed to synthesize it. The reactants are: [NH2:1][C:2]1[CH:7]=[CH:6][C:5]([Cl:8])=[CH:4][C:3]=1[C:9]([C:11]1[CH:16]=[CH:15][CH:14]=[C:13]([CH3:17])[N:12]=1)=[O:10].[C:18]([C:22]1[CH:27]=[CH:26][C:25]([S:28](Cl)(=[O:30])=[O:29])=[CH:24][CH:23]=1)([CH3:21])([CH3:20])[CH3:19]. (3) Given the product [F:20][C:4]([F:19])([F:3])[C:5]1[CH:6]=[C:7]2[C:11](=[CH:12][CH:13]=1)[N:10]([CH2:22][C:23]1[S:24][CH:25]=[CH:26][N:27]=1)[C:9]([C:14]([O:16][CH2:17][CH3:18])=[O:15])=[CH:8]2, predict the reactants needed to synthesize it. The reactants are: [H-].[Na+].[F:3][C:4]([F:20])([F:19])[C:5]1[CH:6]=[C:7]2[C:11](=[CH:12][CH:13]=1)[NH:10][C:9]([C:14]([O:16][CH2:17][CH3:18])=[O:15])=[CH:8]2.Cl[CH2:22][C:23]1[S:24][CH:25]=[CH:26][N:27]=1. (4) Given the product [Cl:1][C:2]1[NH:3][C:4]([NH:32][CH:33]2[CH2:36][CH2:35][CH2:34]2)=[C:5]([F:31])[C:6](=[N:8][NH2:9])[N:7]=1, predict the reactants needed to synthesize it. The reactants are: [Cl:1][C:2]1[N:7]=[C:6]([N:8](C(OC(C)(C)C)=O)[N:9](C(OC(C)(C)C)=O)C(OC(C)(C)C)=O)[C:5]([F:31])=[C:4]([NH:32][CH:33]2[CH2:36][CH2:35][CH2:34]2)[N:3]=1.Cl. (5) Given the product [CH:1]1([O:6][C:7]2[CH:8]=[C:9]3[C:15]([C:53]([C:46]4[CH:45]=[C:44]5[C:50]([CH:49]=[CH:48][NH:39]5)=[CH:51][CH:47]=4)=[O:52])=[CH:14][NH:13][C:10]3=[N:11][CH:12]=2)[CH2:2][CH2:3][CH2:4][CH2:5]1, predict the reactants needed to synthesize it. The reactants are: [CH:1]1([O:6][C:7]2[CH:8]=[C:9]3[C:15](CC(C4C=C5C(C=CN5S(CCC)(=O)=O)=CC=4)=O)=[CH:14][NH:13][C:10]3=[N:11][CH:12]=2)[CH2:5][CH2:4][CH2:3][CH2:2]1.[F-].C([N+:39]([CH2:48][CH2:49][CH2:50][CH3:51])([CH2:44][CH2:45][CH2:46][CH3:47])CCCC)CCC.[O:52]1CCC[CH2:53]1. (6) Given the product [CH3:13][O:12][C:7]1[CH:8]=[N:9][C:10]2[C:5]([CH:6]=1)=[CH:4][CH:3]=[C:2]([B:14]1[O:18][C:17]([CH3:20])([CH3:19])[C:16]([CH3:22])([CH3:21])[O:15]1)[CH:11]=2, predict the reactants needed to synthesize it. The reactants are: Br[C:2]1[CH:11]=[C:10]2[C:5]([CH:6]=[C:7]([O:12][CH3:13])[CH:8]=[N:9]2)=[CH:4][CH:3]=1.[B:14]1([B:14]2[O:18][C:17]([CH3:20])([CH3:19])[C:16]([CH3:22])([CH3:21])[O:15]2)[O:18][C:17]([CH3:20])([CH3:19])[C:16]([CH3:22])([CH3:21])[O:15]1.C([O-])(=O)C.[K+].[Al]. (7) Given the product [F:32][C:31]([F:34])([F:33])[C:6]([OH:5])=[O:7].[CH3:14][NH:8][C@H:9]([CH2:11]/[CH:12]=[CH:13]/[C:16]1[CH:17]=[N:18][C:19]([Cl:36])=[C:20]([O:22][C@@H:23]2[CH2:27][CH2:26][N:25]([C:28](=[O:35])[CH2:29][CH2:30][C:31]([F:33])([F:34])[F:32])[CH2:24]2)[CH:21]=1)[CH3:10], predict the reactants needed to synthesize it. The reactants are: C([O:5][C:6]([N:8]([CH3:14])[C@H:9]([CH2:11][CH:12]=[CH2:13])[CH3:10])=[O:7])(C)(C)C.Br[C:16]1[CH:17]=[N:18][C:19]([Cl:36])=[C:20]([O:22][C@@H:23]2[CH2:27][CH2:26][N:25]([C:28](=[O:35])[CH2:29][CH2:30][C:31]([F:34])([F:33])[F:32])[CH2:24]2)[CH:21]=1.C1(P(C2CCCCC2)C2CCCCC2)CCCCC1.C(N(C(C)C)CC)(C)C. (8) The reactants are: [CH3:1][O:2][C:3]1[CH:9]=[CH:8][C:6]([NH2:7])=[C:5]([CH3:10])[CH:4]=1.C(=O)(O)[O-].[Na+].[Cl:16][CH2:17][C:18](Cl)=[O:19]. Given the product [Cl:16][CH2:17][C:18]([NH:7][C:6]1[CH:8]=[CH:9][C:3]([O:2][CH3:1])=[CH:4][C:5]=1[CH3:10])=[O:19], predict the reactants needed to synthesize it.